Dataset: Experimentally validated miRNA-target interactions with 360,000+ pairs, plus equal number of negative samples. Task: Binary Classification. Given a miRNA mature sequence and a target amino acid sequence, predict their likelihood of interaction. (1) The miRNA is hsa-miR-6501-5p with sequence AGUUGCCAGGGCUGCCUUUGGU. The protein sequence of the target gene is MAWMTYISNWFEQDDWYEGLQRANMSQVRQVGLLAAGCQPWNKDVCAASGDRFAYCATLAIYIYQLDHRYNEFKLHAIMSEHKKTITAISWCPHNPDLFASGSTDNLVIIWNVAEQKVIAKLDSTKGIPASLSWCWNAEDVVAFVSHRGPLFIWTISGPDSGVIVHKDAHSFLSDICMFRWHTHQKGKVVFGHIDGSLSIFHPGNKNQKHVLRPESLEGTDEEDPVTALEWDPLSTDYLLVVNLHYGIRLVDSESLSCITTFNLPSAAASVQCLAWVPSAPGMFITGDSQVGVLRIWNVS.... Result: 1 (interaction). (2) The miRNA is mmu-miR-466e-3p with sequence UAUACAUACACGCACACAUAAGA. The protein sequence of the target gene is MSYQGKKNIPRITSDRLLIKGGRIVNDDQSFYADIYMEDGLIKQIGDNLIVPGGVKTIEANGKMVIPGGIDVHTHFQMPYKGMTTVDDFFQGTKAALAGGTTMIIDHVVPEPESSLTEAYEKWREWADGKSCCDYALHVDITHWNDSVKQEVQNLIKDKGVNSFMVYMAYKDLYQVSNTELYEIFTCLGELGAIAQVHAENGDIIAQEQTRMLEMGITGPEGHVLSRPEELEAEAVFRAITIASQTNCPLYVTKVMSKSAADLISQARKKGNVVFGEPITASLGIDGTHYWSKNWAKAAA.... Result: 0 (no interaction).